From a dataset of Full USPTO retrosynthesis dataset with 1.9M reactions from patents (1976-2016). Predict the reactants needed to synthesize the given product. (1) Given the product [N:13]1[CH:12]=[CH:11][N:1]2[CH2:6][CH2:5][CH2:4][CH2:3][C:2]=12, predict the reactants needed to synthesize it. The reactants are: [NH:1]1[CH2:6][CH2:5][CH2:4][CH2:3][C:2]1=O.C(O[CH:11](OCC)[CH2:12][NH2:13])C. (2) Given the product [C:17]([CH:15]([F:16])[C:12]1[CH:13]=[CH:14][C:8]2[CH:7]=[C:6]([C:4]([OH:5])=[O:3])[S:10][C:9]=2[CH:11]=1)(=[O:19])[NH2:18], predict the reactants needed to synthesize it. The reactants are: C([O:3][C:4]([C:6]1[S:10][C:9]2[CH:11]=[C:12]([CH:15]([C:17](=[O:19])[NH2:18])[F:16])[CH:13]=[CH:14][C:8]=2[CH:7]=1)=[O:5])C.[Li+].[OH-].Cl. (3) Given the product [CH3:20][S:17]([C:14]1[CH:13]=[CH:12][C:11]([C:8]2[O:7][C:6]([C:4]([OH:5])=[O:3])=[N:10][CH:9]=2)=[CH:16][CH:15]=1)(=[O:18])=[O:19], predict the reactants needed to synthesize it. The reactants are: C([O:3][C:4]([C:6]1[O:7][C:8]([C:11]2[CH:16]=[CH:15][C:14]([S:17]([CH3:20])(=[O:19])=[O:18])=[CH:13][CH:12]=2)=[CH:9][N:10]=1)=[O:5])C.[OH-].[Na+]. (4) Given the product [O:50]=[C:44]1[CH:43]([N:37]2[CH2:36][C:35]3[C:39](=[CH:40][CH:41]=[C:33]([CH2:32][NH:31][C:9](=[O:11])[C:8]4[CH:7]=[CH:6][C:5]([S:2]([CH3:1])(=[O:3])=[O:4])=[CH:13][CH:12]=4)[CH:34]=3)[C:38]2=[O:42])[CH2:48][CH2:47][C:46](=[O:49])[NH:45]1, predict the reactants needed to synthesize it. The reactants are: [CH3:1][S:2]([C:5]1[CH:13]=[CH:12][C:8]([C:9]([OH:11])=O)=[CH:7][CH:6]=1)(=[O:4])=[O:3].C1N=CN(C(N2C=NC=C2)=O)C=1.CS(O)(=O)=O.[NH2:31][CH2:32][C:33]1[CH:34]=[C:35]2[C:39](=[CH:40][CH:41]=1)[C:38](=[O:42])[N:37]([CH:43]1[CH2:48][CH2:47][C:46](=[O:49])[NH:45][C:44]1=[O:50])[CH2:36]2. (5) Given the product [F:30][C:20]1[CH:19]=[C:18]([NH:17][C:15](=[O:16])[O:14][CH2:7][C:8]2[CH:13]=[CH:12][CH:11]=[CH:10][CH:9]=2)[CH:23]=[CH:22][C:21]=1/[CH:24]=[CH:25]/[CH2:26][OH:27], predict the reactants needed to synthesize it. The reactants are: [H-].[H-].[H-].[H-].[Li+].[Al+3].[CH2:7]([O:14][C:15]([NH:17][C:18]1[CH:23]=[CH:22][C:21](/[CH:24]=[CH:25]/[C:26](OC)=[O:27])=[C:20]([F:30])[CH:19]=1)=[O:16])[C:8]1[CH:13]=[CH:12][CH:11]=[CH:10][CH:9]=1. (6) Given the product [NH2:20][C:15]1[C:16]([C:18]#[N:19])=[CH:17][N:13]([CH2:12][C:9]2[CH:10]=[CH:11][C:6]([C:5]([OH:21])=[O:4])=[CH:7][CH:8]=2)[N:14]=1, predict the reactants needed to synthesize it. The reactants are: [OH-].[Na+].C[O:4][C:5](=[O:21])[C:6]1[CH:11]=[CH:10][C:9]([CH2:12][N:13]2[CH:17]=[C:16]([C:18]#[N:19])[C:15]([NH2:20])=[N:14]2)=[CH:8][CH:7]=1. (7) Given the product [Cl:2][C:12]1[C:11]2[C:16](=[CH:17][C:8]([F:7])=[CH:9][CH:10]=2)[N:15]=[C:14]([C:18]2[O:19][C:20]([N+:23]([O-:25])=[O:24])=[CH:21][CH:22]=2)[N:13]=1, predict the reactants needed to synthesize it. The reactants are: P(Cl)(Cl)(Cl)(Cl)[Cl:2].[F:7][C:8]1[CH:17]=[C:16]2[C:11]([C:12](=O)[NH:13][C:14]([C:18]3[O:19][C:20]([N+:23]([O-:25])=[O:24])=[CH:21][CH:22]=3)=[N:15]2)=[CH:10][CH:9]=1.CCOCC.